The task is: Predict which catalyst facilitates the given reaction.. This data is from Catalyst prediction with 721,799 reactions and 888 catalyst types from USPTO. (1) Reactant: [Si:1]([O:8][CH2:9][CH2:10][CH2:11][C@H:12]1[CH2:17][NH:16][CH2:15][CH2:14][N:13]1[S:18]([C:21]1[CH:26]=[CH:25][CH:24]=[CH:23][CH:22]=1)(=[O:20])=[O:19])([C:4]([CH3:7])([CH3:6])[CH3:5])([CH3:3])[CH3:2].[C:27](Cl)([O:29][CH2:30][C:31]1[CH:36]=[CH:35][CH:34]=[CH:33][CH:32]=1)=[O:28]. Product: [Si:1]([O:8][CH2:9][CH2:10][CH2:11][C@@H:12]1[N:13]([S:18]([C:21]2[CH:26]=[CH:25][CH:24]=[CH:23][CH:22]=2)(=[O:20])=[O:19])[CH2:14][CH2:15][N:16]([C:27]([O:29][CH2:30][C:31]2[CH:36]=[CH:35][CH:34]=[CH:33][CH:32]=2)=[O:28])[CH2:17]1)([C:4]([CH3:7])([CH3:5])[CH3:6])([CH3:3])[CH3:2]. The catalyst class is: 2. (2) Reactant: [F:1][C:2]1[CH:3]=[C:4]([CH:34]=[CH:35][CH:36]=1)[CH2:5][N:6]1[C:14]2[C:9](=[CH:10][C:11]([NH:15][C:16]3[C:21]4=[C:22]([CH2:25][N:26]5[CH2:31][CH2:30][CH:29]([C:32]#[N:33])[CH2:28][CH2:27]5)[CH:23]=[CH:24][N:20]4[N:19]=[CH:18][N:17]=3)=[CH:12][CH:13]=2)[CH:8]=[N:7]1.[N-:37]=[N+:38]=[N-:39].[Na+].[Cl-].[NH4+]. Product: [F:1][C:2]1[CH:3]=[C:4]([CH:34]=[CH:35][CH:36]=1)[CH2:5][N:6]1[C:14]2[C:9](=[CH:10][C:11]([NH:15][C:16]3[C:21]4=[C:22]([CH2:25][N:26]5[CH2:27][CH2:28][CH:29]([C:32]6[NH:39][N:38]=[N:37][N:33]=6)[CH2:30][CH2:31]5)[CH:23]=[CH:24][N:20]4[N:19]=[CH:18][N:17]=3)=[CH:12][CH:13]=2)[CH:8]=[N:7]1. The catalyst class is: 85. (3) Reactant: [CH3:1][O:2][CH2:3][CH2:4][N:5]1[CH2:10][CH2:9][N:8]([CH2:11][C:12]2[CH:13]=[C:14]3[N:20]=[C:19]([C:21]4[CH:27]=[CH:26][CH:25]=[CH:24][C:22]=4[NH2:23])[S:18][C:15]3=[N:16][CH:17]=2)[CH2:7][CH2:6]1.[C:28]1([C:34]2[S:35][CH:36]=[C:37]([C:39](O)=[O:40])[N:38]=2)[CH:33]=[CH:32][CH:31]=[CH:30][CH:29]=1.CN(C(ON1N=NC2C=CC=NC1=2)=[N+](C)C)C.F[P-](F)(F)(F)(F)F.CCN(C(C)C)C(C)C. Product: [CH3:1][O:2][CH2:3][CH2:4][N:5]1[CH2:10][CH2:9][N:8]([CH2:11][C:12]2[CH:13]=[C:14]3[N:20]=[C:19]([C:21]4[CH:27]=[CH:26][CH:25]=[CH:24][C:22]=4[NH:23][C:39]([C:37]4[N:38]=[C:34]([C:28]5[CH:29]=[CH:30][CH:31]=[CH:32][CH:33]=5)[S:35][CH:36]=4)=[O:40])[S:18][C:15]3=[N:16][CH:17]=2)[CH2:7][CH2:6]1. The catalyst class is: 6. (4) The catalyst class is: 42. Product: [CH3:1][C:2]1[CH:7]=[C:6]([C:8]([N:10]2[C:16]3[CH:17]=[CH:18][CH:19]=[CH:20][C:15]=3[CH2:14][N:13]3[C:21]([C:24]([N:47]4[CH2:48][CH2:49][N:44]([C:42]([O:41][C:37]([CH3:40])([CH3:38])[CH3:39])=[O:43])[CH2:45][CH2:46]4)=[O:25])=[CH:22][CH:23]=[C:12]3[CH2:11]2)=[O:9])[CH:5]=[CH:4][C:3]=1[C:27]1[CH:32]=[CH:31][CH:30]=[CH:29][C:28]=1[C:33]([F:36])([F:34])[F:35]. Reactant: [CH3:1][C:2]1[CH:7]=[C:6]([C:8]([N:10]2[C:16]3[CH:17]=[CH:18][CH:19]=[CH:20][C:15]=3[CH2:14][N:13]3[C:21]([C:24](O)=[O:25])=[CH:22][CH:23]=[C:12]3[CH2:11]2)=[O:9])[CH:5]=[CH:4][C:3]=1[C:27]1[CH:32]=[CH:31][CH:30]=[CH:29][C:28]=1[C:33]([F:36])([F:35])[F:34].[C:37]([O:41][C:42]([N:44]1[CH2:49][CH2:48][NH:47][CH2:46][CH2:45]1)=[O:43])([CH3:40])([CH3:39])[CH3:38].O.ON1C2C=CC=CC=2N=N1.Cl.CN(C)CCCN=C=NCC.C(N(CC)C(C)C)(C)C.